From a dataset of Full USPTO retrosynthesis dataset with 1.9M reactions from patents (1976-2016). Predict the reactants needed to synthesize the given product. Given the product [C:27]([OH:32])(=[O:31])[C@H:28]([CH3:30])[OH:29].[OH:1][NH:2][C:3](=[O:26])/[CH:4]=[CH:5]/[C:6]1[CH:11]=[CH:10][C:9]([CH2:12][NH:13][CH2:14][CH2:15][C:16]2[C:24]3[C:19](=[CH:20][CH:21]=[CH:22][CH:23]=3)[NH:18][C:17]=2[CH3:25])=[CH:8][CH:7]=1, predict the reactants needed to synthesize it. The reactants are: [OH:1][NH:2][C:3](=[O:26])/[CH:4]=[CH:5]/[C:6]1[CH:11]=[CH:10][C:9]([CH2:12][NH:13][CH2:14][CH2:15][C:16]2[C:24]3[C:19](=[CH:20][CH:21]=[CH:22][CH:23]=3)[NH:18][C:17]=2[CH3:25])=[CH:8][CH:7]=1.[C:27]([OH:32])(=[O:31])[C@H:28]([CH3:30])[OH:29].